Dataset: TCR-epitope binding with 47,182 pairs between 192 epitopes and 23,139 TCRs. Task: Binary Classification. Given a T-cell receptor sequence (or CDR3 region) and an epitope sequence, predict whether binding occurs between them. (1) The epitope is RLFRKSNLK. The TCR CDR3 sequence is CASSPFVGARAEQYF. Result: 1 (the TCR binds to the epitope). (2) The epitope is HSKKKCDEL. The TCR CDR3 sequence is CASSFGTFETQYF. Result: 0 (the TCR does not bind to the epitope). (3) The epitope is SLYNTVATL. The TCR CDR3 sequence is CASSIDGAGNQPQHF. Result: 1 (the TCR binds to the epitope). (4) The epitope is FLNGSCGSV. The TCR CDR3 sequence is CASSSTGGWDEQYF. Result: 1 (the TCR binds to the epitope). (5) The epitope is RLRPGGKKK. The TCR CDR3 sequence is CASSLGQGDAFF. Result: 0 (the TCR does not bind to the epitope). (6) The TCR CDR3 sequence is CSVEDLGNNEQFF. Result: 0 (the TCR does not bind to the epitope). The epitope is SLYNTVATL. (7) The epitope is VTIAEILLI. The TCR CDR3 sequence is CASSLAGGAYEQYF. Result: 1 (the TCR binds to the epitope).